Dataset: Full USPTO retrosynthesis dataset with 1.9M reactions from patents (1976-2016). Task: Predict the reactants needed to synthesize the given product. (1) The reactants are: [NH2:1][C:2]1[CH:3]=[C:4]([C:8]2[N:13]3[N:14]=[CH:15][C:16]([C:17]([C:19]4[S:20][CH:21]=[CH:22][CH:23]=4)=[O:18])=[C:12]3[N:11]=[CH:10][CH:9]=2)[CH:5]=[CH:6][CH:7]=1.[CH3:24][C:25](=[CH2:28])[CH:26]=O. Given the product [CH3:26][C:25](=[CH2:24])[CH2:28][NH:1][C:2]1[CH:3]=[C:4]([C:8]2[N:13]3[N:14]=[CH:15][C:16]([C:17]([C:19]4[S:20][CH:21]=[CH:22][CH:23]=4)=[O:18])=[C:12]3[N:11]=[CH:10][CH:9]=2)[CH:5]=[CH:6][CH:7]=1, predict the reactants needed to synthesize it. (2) Given the product [CH3:41][C:16]1[C:17]2[N:18]=[C:19]([C:30]3[C:31]([C:37]([F:40])([F:39])[F:38])=[N:32][C:33]([NH2:36])=[N:34][CH:35]=3)[N:20]=[C:21]([N:24]3[CH2:25][CH2:26][O:27][CH2:28][CH2:29]3)[C:22]=2[S:23][C:15]=1[CH2:14][N:11]1[CH2:12][CH2:13][NH:8][CH2:9][CH2:10]1, predict the reactants needed to synthesize it. The reactants are: C(OC([N:8]1[CH2:13][CH2:12][N:11]([CH2:14][C:15]2[S:23][C:22]3[C:21]([N:24]4[CH2:29][CH2:28][O:27][CH2:26][CH2:25]4)=[N:20][C:19]([C:30]4[C:31]([C:37]([F:40])([F:39])[F:38])=[N:32][C:33]([NH2:36])=[N:34][CH:35]=4)=[N:18][C:17]=3[C:16]=2[CH3:41])[CH2:10][CH2:9]1)=O)(C)(C)C. (3) Given the product [O:33]=[C:32]1[CH:31]([N:30]2[C:19](=[O:21])[C:11]3[C:12](=[CH:16][CH:17]=[CH:18][C:10]=3[NH:9][C:6]3[CH:7]=[CH:8][C:3]([O:2][CH3:1])=[CH:4][C:5]=3[O:22][C:23]3[CH:28]=[CH:27][CH:26]=[CH:25][CH:24]=3)[C:13]2=[O:15])[CH2:37][CH2:36][C:35](=[O:38])[NH:34]1, predict the reactants needed to synthesize it. The reactants are: [CH3:1][O:2][C:3]1[CH:8]=[CH:7][C:6]([NH:9][C:10]2[CH:18]=[CH:17][CH:16]=[C:12]([C:13]([OH:15])=O)[C:11]=2[C:19]([OH:21])=O)=[C:5]([O:22][C:23]2[CH:28]=[CH:27][CH:26]=[CH:25][CH:24]=2)[CH:4]=1.Cl.[NH2:30][CH:31]1[CH2:37][CH2:36][C:35](=[O:38])[NH:34][C:32]1=[O:33]. (4) Given the product [Cl:17][C:18]1[C:19]([CH3:25])=[C:20]([CH:21]=[CH:22][CH:23]=1)[O:24][CH2:2][C:3]1[CH:8]=[CH:7][C:6]([C:9]2[CH:13]=[C:12]([C:14]([NH2:16])=[O:15])[O:11][N:10]=2)=[CH:5][CH:4]=1, predict the reactants needed to synthesize it. The reactants are: Br[CH2:2][C:3]1[CH:8]=[CH:7][C:6]([C:9]2[CH:13]=[C:12]([C:14]([NH2:16])=[O:15])[O:11][N:10]=2)=[CH:5][CH:4]=1.[Cl:17][C:18]1[C:19]([CH3:25])=[C:20]([OH:24])[CH:21]=[CH:22][CH:23]=1.C([O-])([O-])=O.[K+].[K+]. (5) Given the product [Cl:1][C:2]1[CH:7]=[CH:6][C:5]([C:8]2[CH:13]=[C:12]([C:14]([F:17])([F:16])[F:15])[N:11]3[N:18]=[CH:19][C:20]([C:27]#[C:26][Si:23]([CH3:25])([CH3:24])[CH3:22])=[C:10]3[N:9]=2)=[CH:4][CH:3]=1, predict the reactants needed to synthesize it. The reactants are: [Cl:1][C:2]1[CH:7]=[CH:6][C:5]([C:8]2[CH:13]=[C:12]([C:14]([F:17])([F:16])[F:15])[N:11]3[N:18]=[CH:19][C:20](I)=[C:10]3[N:9]=2)=[CH:4][CH:3]=1.[CH3:22][Si:23]([C:26]#[CH:27])([CH3:25])[CH3:24].CCN(CC)CC. (6) The reactants are: [CH3:1][C:2]([NH2:10])([C:4]1[CH:9]=[CH:8][CH:7]=[CH:6][N:5]=1)[CH3:3].[Cl:11][C:12]1[CH:13]=[C:14]([CH3:20])[C:15]([CH:18]=O)=[N:16][CH:17]=1.[BH-](OC(C)=O)(OC(C)=O)OC(C)=O.[Na+]. Given the product [Cl:11][C:12]1[CH:13]=[C:14]([CH3:20])[C:15]([CH2:18][NH:10][C:2]([CH3:3])([C:4]2[CH:9]=[CH:8][CH:7]=[CH:6][N:5]=2)[CH3:1])=[N:16][CH:17]=1, predict the reactants needed to synthesize it. (7) Given the product [CH3:1][S:2][S:3][C:4]1[CH:9]=[CH:8][C:7]([NH:10][C:18](=[O:20])[CH3:19])=[CH:6][CH:5]=1, predict the reactants needed to synthesize it. The reactants are: [CH3:1][S:2][S:3][C:4]1[CH:9]=[CH:8][C:7]([NH2:10])=[CH:6][CH:5]=1.C(N(CC)CC)C.[C:18](Cl)(=[O:20])[CH3:19].C(OCC)(=O)C. (8) Given the product [C:28]([O:32][C:33]([NH:35][C@H:36]1[CH2:40][CH2:39][C@@H:38]([C:41]([N:11]2[CH2:12][CH2:13][CH2:14][C@@H:9]([C@:7]([OH:8])([C:15]3[CH:20]=[CH:19][CH:18]=[CH:17][C:16]=3[O:21][C:22]3[CH:27]=[CH:26][CH:25]=[CH:24][CH:23]=3)[CH2:6][CH2:5][CH2:4][CH2:3][O:2][CH3:1])[CH2:10]2)=[O:42])[CH2:37]1)=[O:34])([CH3:31])([CH3:30])[CH3:29], predict the reactants needed to synthesize it. The reactants are: [CH3:1][O:2][CH2:3][CH2:4][CH2:5][CH2:6][C@@:7]([C:15]1[CH:20]=[CH:19][CH:18]=[CH:17][C:16]=1[O:21][C:22]1[CH:27]=[CH:26][CH:25]=[CH:24][CH:23]=1)([C@@H:9]1[CH2:14][CH2:13][CH2:12][NH:11][CH2:10]1)[OH:8].[C:28]([O:32][C:33]([NH:35][C@H:36]1[CH2:40][CH2:39][C@@H:38]([C:41](O)=[O:42])[CH2:37]1)=[O:34])([CH3:31])([CH3:30])[CH3:29].CCN(C(C)C)C(C)C.CN(C(ON1N=NC2C=CC=CC1=2)=[N+](C)C)C.F[P-](F)(F)(F)(F)F.C1C=CC2N(O)N=NC=2C=1.